This data is from NCI-60 drug combinations with 297,098 pairs across 59 cell lines. The task is: Regression. Given two drug SMILES strings and cell line genomic features, predict the synergy score measuring deviation from expected non-interaction effect. (1) Drug 1: C1=C(C(=O)NC(=O)N1)F. Drug 2: CCN(CC)CCNC(=O)C1=C(NC(=C1C)C=C2C3=C(C=CC(=C3)F)NC2=O)C. Cell line: SNB-75. Synergy scores: CSS=17.2, Synergy_ZIP=-2.36, Synergy_Bliss=0.613, Synergy_Loewe=-3.51, Synergy_HSA=-3.38. (2) Drug 1: C1=CC=C(C(=C1)C(C2=CC=C(C=C2)Cl)C(Cl)Cl)Cl. Drug 2: C1C(C(OC1N2C=NC(=NC2=O)N)CO)O. Cell line: LOX IMVI. Synergy scores: CSS=2.36, Synergy_ZIP=-3.48, Synergy_Bliss=-3.28, Synergy_Loewe=-3.53, Synergy_HSA=-1.53.